From a dataset of Forward reaction prediction with 1.9M reactions from USPTO patents (1976-2016). Predict the product of the given reaction. (1) Given the reactants [O-:1][CH2:2][CH3:3].[Na+].[C:5]([O:9][C:10]([N:12]1[CH2:17][CH2:16][N:15]([C:18]([C:20]2[CH:24]=[C:23]([C:25]3[CH:30]=[C:29](S(C)(=O)=O)[CH:28]=[CH:27][N:26]=3)[N:22]([C:35]3[CH:36]=[N:37][C:38]([O:41][CH3:42])=[CH:39][CH:40]=3)[N:21]=2)=[O:19])[CH2:14][CH2:13]1)=[O:11])([CH3:8])([CH3:7])[CH3:6], predict the reaction product. The product is: [C:5]([O:9][C:10]([N:12]1[CH2:17][CH2:16][N:15]([C:18]([C:20]2[CH:24]=[C:23]([C:25]3[CH:30]=[C:29]([O:1][CH2:2][CH3:3])[CH:28]=[CH:27][N:26]=3)[N:22]([C:35]3[CH:36]=[N:37][C:38]([O:41][CH3:42])=[CH:39][CH:40]=3)[N:21]=2)=[O:19])[CH2:14][CH2:13]1)=[O:11])([CH3:8])([CH3:7])[CH3:6]. (2) Given the reactants [C:1]([O:5][C:6]([N:8]1[CH2:12][C@@H:11]([CH:13]=O)[C@H:10]([CH2:15][CH:16]2[CH2:21][CH2:20][CH2:19][CH2:18][CH2:17]2)[CH2:9]1)=[O:7])([CH3:4])([CH3:3])[CH3:2].[CH3:22][NH2:23], predict the reaction product. The product is: [C:1]([O:5][C:6]([N:8]1[CH2:12][C@@H:11]([CH2:13][NH:23][CH3:22])[C@H:10]([CH2:15][CH:16]2[CH2:21][CH2:20][CH2:19][CH2:18][CH2:17]2)[CH2:9]1)=[O:7])([CH3:4])([CH3:3])[CH3:2]. (3) Given the reactants [Cl:1][C:2]1[CH:3]=[C:4]([C:8]2[CH:9]=[C:10]([CH2:16][C:17]3[CH:18]=[N:19][C:20]([C:23]#N)=[N:21][CH:22]=3)[CH:11]=[N:12][C:13]=2[O:14][CH3:15])[CH:5]=[CH:6][CH:7]=1.BrC1C=C(C2C=CC=C(Cl)C=2)C([O:32][CH3:33])=NC=1.ClCC1C=C(C2C=CC=C(Cl)C=2)C([O:49]C)=NC=1.CC1(C)C(C)(C)OB(C2C=NC(C#N)=NC=2)O1, predict the reaction product. The product is: [Cl:1][C:2]1[CH:3]=[C:4]([C:8]2[CH:9]=[C:10]([CH2:16][C:17]3[CH:18]=[N:19][C:20]([C:23]([O:32][CH3:33])=[O:49])=[N:21][CH:22]=3)[CH:11]=[N:12][C:13]=2[O:14][CH3:15])[CH:5]=[CH:6][CH:7]=1. (4) Given the reactants [NH2:1][C:2]1[C:3]([F:22])=[C:4]([C:18]([F:21])=[CH:19][CH:20]=1)[C:5]([C:7]1[C:15]2[C:10](=[N:11][CH:12]=[C:13]([C:16]#[N:17])[CH:14]=2)[NH:9][CH:8]=1)=[O:6].[F:23][C:24]1[CH:25]=[C:26]([S:30](Cl)(=[O:32])=[O:31])[CH:27]=[CH:28][CH:29]=1.Cl, predict the reaction product. The product is: [C:16]([C:13]1[CH:14]=[C:15]2[C:7]([C:5]([C:4]3[C:3]([F:22])=[C:2]([NH:1][S:30]([C:26]4[CH:27]=[CH:28][CH:29]=[C:24]([F:23])[CH:25]=4)(=[O:32])=[O:31])[CH:20]=[CH:19][C:18]=3[F:21])=[O:6])=[CH:8][NH:9][C:10]2=[N:11][CH:12]=1)#[N:17]. (5) The product is: [ClH:41].[CH2:19]([O:18][C:16]([NH:15][C:12]1([CH2:21][N:22]2[CH2:27][CH2:26][N:25]([S:28]([C:31]3[CH:40]=[CH:39][C:38]4[C:33](=[CH:34][CH:35]=[C:36]([Cl:41])[CH:37]=4)[CH:32]=3)(=[O:29])=[O:30])[CH2:24][C:23]2=[O:42])[CH2:13][CH2:14][NH:9][CH2:10][CH2:11]1)=[O:17])[CH3:20]. Given the reactants Cl.C(OC([N:9]1[CH2:14][CH2:13][C:12]([CH2:21][N:22]2[CH2:27][CH2:26][N:25]([S:28]([C:31]3[CH:40]=[CH:39][C:38]4[C:33](=[CH:34][CH:35]=[C:36]([Cl:41])[CH:37]=4)[CH:32]=3)(=[O:30])=[O:29])[CH2:24][C:23]2=[O:42])([NH:15][C:16]([O:18][CH2:19][CH3:20])=[O:17])[CH2:11][CH2:10]1)=O)(C)(C)C, predict the reaction product.